This data is from Forward reaction prediction with 1.9M reactions from USPTO patents (1976-2016). The task is: Predict the product of the given reaction. (1) The product is: [CH3:34][O:33][C:30]([CH:24]1[CH2:9][C:8]([C:18]#[N:19])([C:12]2[CH:17]=[CH:16][CH:15]=[CH:14][CH:13]=2)[CH2:7][CH2:26][C:25]1=[O:28])=[O:32]. Given the reactants COC(C(C(OC)=O)C[CH2:7][C:8]([C:18]#[N:19])([C:12]1[CH:17]=[CH:16][CH:15]=[CH:14][CH:13]=1)[CH2:9]CC)=O.[CH3:24][C:25]([O-:28])(C)[CH3:26].[K+].[C:30]([OH:33])(=[O:32])C.[C:34]1(C)C=CC=CC=1, predict the reaction product. (2) Given the reactants [N:1]1[C:10]2[C:5](=[CH:6][CH:7]=[CH:8][CH:9]=2)[CH:4]=[C:3]([C:11]([O:13][CH3:14])=[O:12])[CH:2]=1, predict the reaction product. The product is: [CH3:14][O:13][C:11]([C:3]1[CH:2]=[N:1][C:10]2[CH2:9][CH2:8][CH2:7][CH2:6][C:5]=2[CH:4]=1)=[O:12]. (3) Given the reactants [C:1]([O:20][CH2:21][CH2:22][CH2:23][N:24]([C:48](=[O:53])[CH2:49][N:50]([CH3:52])[CH3:51])[CH2:25][CH2:26][CH2:27][O:28][C:29](=[O:47])[CH2:30][CH2:31][CH2:32][CH2:33][CH2:34][CH2:35][CH2:36]/[CH:37]=[CH:38]\[CH2:39][CH2:40][CH2:41][CH2:42][CH2:43][CH2:44][CH2:45][CH3:46])(=[O:19])[CH2:2][CH2:3][CH2:4][CH2:5][CH2:6][CH2:7][CH2:8]/[CH:9]=[CH:10]\[CH2:11][CH2:12][CH2:13][CH2:14][CH2:15][CH2:16][CH2:17][CH3:18].[Br:54][CH2:55][CH2:56][OH:57], predict the reaction product. The product is: [Br-:54].[C:1]([O:20][CH2:21][CH2:22][CH2:23][N:24]([CH2:25][CH2:26][CH2:27][O:28][C:29](=[O:47])[CH2:30][CH2:31][CH2:32][CH2:33][CH2:34][CH2:35][CH2:36]/[CH:37]=[CH:38]\[CH2:39][CH2:40][CH2:41][CH2:42][CH2:43][CH2:44][CH2:45][CH3:46])[C:48](=[O:53])[CH2:49][N+:50]([CH2:55][CH2:56][OH:57])([CH3:52])[CH3:51])(=[O:19])[CH2:2][CH2:3][CH2:4][CH2:5][CH2:6][CH2:7][CH2:8]/[CH:9]=[CH:10]\[CH2:11][CH2:12][CH2:13][CH2:14][CH2:15][CH2:16][CH2:17][CH3:18]. (4) Given the reactants [Cl:1][C:2]1[N:7]2[CH:8]=[CH:9][N:10]=[C:6]2[CH:5]=[C:4]([C:11]2[CH:16]=[CH:15][C:14]([Cl:17])=[CH:13][C:12]=2[Cl:18])[N:3]=1.[Br:19]N1C(=O)CCC1=O, predict the reaction product. The product is: [Br:19][C:8]1[N:7]2[C:2]([Cl:1])=[N:3][C:4]([C:11]3[CH:16]=[CH:15][C:14]([Cl:17])=[CH:13][C:12]=3[Cl:18])=[CH:5][C:6]2=[N:10][CH:9]=1.